Dataset: Reaction yield outcomes from USPTO patents with 853,638 reactions. Task: Predict the reaction yield, written as a fraction of the theoretical maximum amount of product (1.0 means a 100% yield; for example, 0.34 means a 34% yield). (1) The yield is 1.00. The reactants are [Cl:1][C:2]1[CH:7]=[C:6]([F:8])[CH:5]=[CH:4][C:3]=1[C:9]1[C:13]2=[N:14][CH:15]=[CH:16][C:17]([C:18]3[C:19](O)=[N:20][CH:21]=[N:22][CH:23]=3)=[C:12]2[O:11][N:10]=1.P(Cl)(Cl)([Cl:27])=O. The product is [Cl:1][C:2]1[CH:7]=[C:6]([F:8])[CH:5]=[CH:4][C:3]=1[C:9]1[C:13]2=[N:14][CH:15]=[CH:16][C:17]([C:18]3[C:19]([Cl:27])=[N:20][CH:21]=[N:22][CH:23]=3)=[C:12]2[O:11][N:10]=1. No catalyst specified. (2) The reactants are [Br-].[C:2]([O:6][C:7]([CH2:9][C:10]1[CH:19]=[CH:18][CH:17]=[C:16]2[C:11]=1[CH:12]=[CH:13][N+:14]([CH2:20][CH:21]1[CH2:23][CH2:22]1)=[CH:15]2)=[O:8])([CH3:5])([CH3:4])[CH3:3].O.[BH4-].[Na+]. The catalyst is CO. The product is [C:2]([O:6][C:7](=[O:8])[CH2:9][C:10]1[CH:19]=[CH:18][CH:17]=[C:16]2[C:11]=1[CH2:12][CH2:13][N:14]([CH2:20][CH:21]1[CH2:23][CH2:22]1)[CH2:15]2)([CH3:5])([CH3:3])[CH3:4]. The yield is 0.960. (3) The reactants are Cl.[CH2:2]([O:9][C:10]1[CH:15]=[CH:14][C:13]([NH:16][C:17]2[C:26]3[C:21](=[CH:22][C:23]([F:28])=[C:24](I)[CH:25]=3)[N:20]=[CH:19][N:18]=2)=[CH:12][CH:11]=1)[C:3]1[CH:8]=[CH:7][CH:6]=[CH:5][CH:4]=1.[O:29]1[CH2:33][CH2:32][O:31][CH:30]1[C:34]1[O:38][C:37]([Sn](CCCC)(CCCC)CCCC)=[CH:36][CH:35]=1.C(N(C(C)C)CC)(C)C. The catalyst is CN(C=O)C. The product is [CH2:2]([O:9][C:10]1[CH:15]=[CH:14][C:13]([NH:16][C:17]2[C:26]3[C:21](=[CH:22][C:23]([F:28])=[C:24]([C:37]4[O:38][C:34]([CH:30]5[O:31][CH2:32][CH2:33][O:29]5)=[CH:35][CH:36]=4)[CH:25]=3)[N:20]=[CH:19][N:18]=2)=[CH:12][CH:11]=1)[C:3]1[CH:8]=[CH:7][CH:6]=[CH:5][CH:4]=1. The yield is 0.590. (4) The reactants are [CH3:1][S:2]([NH:5][CH2:6][C:7]1[C:15]2[S:14](=[O:17])(=[O:16])[N:13]=[C:12]([CH2:18][C:19]([OH:21])=O)[NH:11][C:10]=2[S:9][CH:8]=1)(=[O:4])=[O:3].F[P-](F)(F)(F)(F)F.N1([O:38][C:39](N(C)C)=[N+](C)C)C2N=CC=CC=2N=N1.CN1CCOCC1.C(OC(=O)[C:57]([CH2:64][NH:65][CH:66]1[CH2:68][CH2:67]1)([CH3:63])[CH2:58][CH2:59][CH:60]([CH3:62])[CH3:61])C.[O-]CC.[Na+].C(O)C. The catalyst is CN(C)C=O. The product is [CH:66]1([N:65]2[CH2:64][C:57]([CH3:63])([CH2:58][CH2:59][CH:60]([CH3:61])[CH3:62])[C:19]([OH:21])=[C:18]([C:12]3[NH:11][C:10]4[S:9][CH:8]=[C:7]([CH2:6][NH:5][S:2]([CH3:1])(=[O:3])=[O:4])[C:15]=4[S:14](=[O:16])(=[O:17])[N:13]=3)[C:39]2=[O:38])[CH2:67][CH2:68]1. The yield is 0.490. (5) The reactants are [Br:1][C:2]1[CH:10]=[CH:9][C:5]([C:6]([OH:8])=[O:7])=[CH:4][CH:3]=1.O=S(Cl)Cl.[CH3:15]O. The catalyst is C([O-])(O)=O.[Na+]. The product is [CH3:15][O:7][C:6](=[O:8])[C:5]1[CH:9]=[CH:10][C:2]([Br:1])=[CH:3][CH:4]=1. The yield is 0.910. (6) The reactants are [C:1]1([C:7]2[CH:12]=[CH:11][C:10]([C:13]3[O:17][N:16]=[CH:15][C:14]=3[CH2:18][CH2:19][C:20](OC)=[O:21])=[CH:9][CH:8]=2)[CH:6]=[CH:5][CH:4]=[CH:3][CH:2]=1.[H-].C([Al+]CC(C)C)C(C)C.Cl. The catalyst is O1CCCC1. The product is [C:1]1([C:7]2[CH:12]=[CH:11][C:10]([C:13]3[O:17][N:16]=[CH:15][C:14]=3[CH2:18][CH2:19][CH2:20][OH:21])=[CH:9][CH:8]=2)[CH:2]=[CH:3][CH:4]=[CH:5][CH:6]=1. The yield is 0.720. (7) The reactants are C[O:2][C:3]1[CH:4]=[C:5]2[C:10](=[CH:11][CH:12]=1)[CH:9]=[C:8]([C:13]1[NH:14][C:15]3[C:20]([C:21]=1[CH2:22][CH2:23][CH2:24][CH2:25][CH3:26])=[CH:19][CH:18]=[CH:17][CH:16]=3)[CH:7]=[CH:6]2.B(Br)(Br)Br. The catalyst is C(Cl)Cl. The product is [OH:2][C:3]1[CH:4]=[C:5]2[C:10](=[CH:11][CH:12]=1)[CH:9]=[C:8]([C:13]1[NH:14][C:15]3[C:20]([C:21]=1[CH2:22][CH2:23][CH2:24][CH2:25][CH3:26])=[CH:19][CH:18]=[CH:17][CH:16]=3)[CH:7]=[CH:6]2. The yield is 0.770.